Dataset: Catalyst prediction with 721,799 reactions and 888 catalyst types from USPTO. Task: Predict which catalyst facilitates the given reaction. (1) Reactant: N[C:2]1[S:3][C:4]([C:13]([O:15][CH2:16][CH3:17])=[O:14])=[C:5]([C:7]2[CH:12]=[CH:11][CH:10]=[CH:9][CH:8]=2)[N:6]=1.C(I)[I:19]. Product: [I:19][C:2]1[S:3][C:4]([C:13]([O:15][CH2:16][CH3:17])=[O:14])=[C:5]([C:7]2[CH:12]=[CH:11][CH:10]=[CH:9][CH:8]=2)[N:6]=1. The catalyst class is: 23. (2) Reactant: Cl[CH2:2][CH2:3][NH:4][C:5]([NH:7][C:8]1[CH:13]=[CH:12][C:11]([CH:14]([CH3:19])[C:15]([O:17][CH3:18])=[O:16])=[CH:10][CH:9]=1)=[O:6].N12CCCN=C1CCCCC2.CCCCCC.C(OC(=O)C)C. Product: [O:6]=[C:5]1[NH:4][CH2:3][CH2:2][N:7]1[C:8]1[CH:13]=[CH:12][C:11]([CH:14]([CH3:19])[C:15]([O:17][CH3:18])=[O:16])=[CH:10][CH:9]=1. The catalyst class is: 9. (3) Reactant: [N:1]1[C:10]2[C:9](=O)[CH2:8][CH2:7][CH2:6][C:5]=2[CH:4]=[CH:3][CH:2]=1.[CH2:12]([NH2:14])[CH3:13].O1CCCC1.C(O)(=O)C.C(O[BH-](OC(=O)C)OC(=O)C)(=O)C.[Na+].C(=O)(O)[O-].[Na+]. Product: [CH2:12]([NH:14][CH:9]1[C:10]2[N:1]=[CH:2][CH:3]=[CH:4][C:5]=2[CH2:6][CH2:7][CH2:8]1)[CH3:13]. The catalyst class is: 68. (4) Reactant: [CH3:1][C:2]1[C:7]([CH2:8]O)=[CH:6][CH:5]=[C:4]([C:10]([F:13])([F:12])[F:11])[N:3]=1.C1C=CC(OP(OC2C=CC=CC=2)([N:23]=[N+:24]=[N-:25])=O)=CC=1.N12CCCN=C1CCCCC2. Product: [N:23]([CH2:8][C:7]1[C:2]([CH3:1])=[N:3][C:4]([C:10]([F:13])([F:12])[F:11])=[CH:5][CH:6]=1)=[N+:24]=[N-:25]. The catalyst class is: 1.